This data is from Reaction yield outcomes from USPTO patents with 853,638 reactions. The task is: Predict the reaction yield, written as a fraction of the theoretical maximum amount of product (1.0 means a 100% yield; for example, 0.34 means a 34% yield). (1) The reactants are [Br:1][C:2]1[CH:3]=[C:4]([O:24][C:25]2[C:26]([CH3:31])=[N:27][CH:28]=[CH:29][CH:30]=2)[C:5]([NH:8][C:9]2[S:13][N:12]=[C:11]([C@H:14]3[CH2:18][O:17]C4(CCCCC4)[O:15]3)[N:10]=2)=[N:6][CH:7]=1. The catalyst is CO.Cl. The product is [Br:1][C:2]1[CH:3]=[C:4]([O:24][C:25]2[C:26]([CH3:31])=[N:27][CH:28]=[CH:29][CH:30]=2)[C:5]([NH:8][C:9]2[S:13][N:12]=[C:11]([C@H:14]([OH:15])[CH2:18][OH:17])[N:10]=2)=[N:6][CH:7]=1. The yield is 0.830. (2) The reactants are [NH2:1][CH2:2][CH2:3][CH2:4][N:5]1[C:9]([C:10]([C:12]2[CH:17]=[CH:16][C:15]([C:18]([CH3:21])([CH3:20])[CH3:19])=[CH:14][CH:13]=2)=O)=[CH:8][N:7]=[CH:6]1.CC1C=CC(S(O)(=O)=O)=CC=1. The catalyst is C1(C)C=CC=CC=1. The product is [C:18]([C:15]1[CH:16]=[CH:17][C:12]([C:10]2[C:9]3[N:5]([CH:6]=[N:7][CH:8]=3)[CH2:4][CH2:3][CH2:2][N:1]=2)=[CH:13][CH:14]=1)([CH3:21])([CH3:20])[CH3:19]. The yield is 0.125.